This data is from Forward reaction prediction with 1.9M reactions from USPTO patents (1976-2016). The task is: Predict the product of the given reaction. (1) Given the reactants [NH:1]1[C:5]([C:6]2[CH:7]=[C:8]([CH:10]=[CH:11][CH:12]=2)[NH2:9])=[N:4][N:3]=[N:2]1.[C:13]1([C:19]2[CH:23]=[C:22]([C:24](O)=[O:25])[O:21][N:20]=2)[CH:18]=[CH:17][CH:16]=[CH:15][CH:14]=1, predict the reaction product. The product is: [C:13]1([C:19]2[CH:23]=[C:22]([C:24]([NH:9][C:8]3[CH:10]=[CH:11][CH:12]=[C:6]([C:5]4[NH:1][N:2]=[N:3][N:4]=4)[CH:7]=3)=[O:25])[O:21][N:20]=2)[CH:14]=[CH:15][CH:16]=[CH:17][CH:18]=1. (2) Given the reactants [N:1]1([CH:14]([CH2:17][CH3:18])[CH2:15][OH:16])[C:13]2[C:12]3[CH:11]=[CH:10][CH:9]=[CH:8][C:7]=3[N:6]=[CH:5][C:4]=2[N:3]=[CH:2]1.Br[CH2:20][C:21]1[CH:26]=[CH:25][C:24]([C:27]#[N:28])=[CH:23][CH:22]=1.[OH-].[Na+], predict the reaction product. The product is: [N:1]1([CH:14]([CH2:17][CH3:18])[CH2:15][O:16][CH2:20][C:21]2[CH:26]=[CH:25][C:24]([C:27]#[N:28])=[CH:23][CH:22]=2)[C:13]2[C:12]3[CH:11]=[CH:10][CH:9]=[CH:8][C:7]=3[N:6]=[CH:5][C:4]=2[N:3]=[CH:2]1. (3) Given the reactants [OH-].C[N+](C)(C)C.[CH3:7][N:8]([CH3:18])[C:9]1[CH:17]=[CH:16][C:12]([C:13]([OH:15])=[O:14])=[CH:11][CH:10]=1.O.Cl[CH2:21][CH:22]([OH:25])[CH2:23][OH:24], predict the reaction product. The product is: [OH:25][CH:22]([CH2:23][OH:24])[CH2:21][O:14][C:13](=[O:15])[C:12]1[CH:16]=[CH:17][C:9]([N:8]([CH3:18])[CH3:7])=[CH:10][CH:11]=1. (4) Given the reactants Br[C:2]1[CH:7]=[C:6]([F:8])[C:5]([CH2:9][OH:10])=[C:4]([F:11])[CH:3]=1.C([O-])(=O)C.[K+].[B:17]1([B:17]2[O:21][C:20]([CH3:23])([CH3:22])[C:19]([CH3:25])([CH3:24])[O:18]2)[O:21][C:20]([CH3:23])([CH3:22])[C:19]([CH3:25])([CH3:24])[O:18]1, predict the reaction product. The product is: [F:8][C:6]1[CH:7]=[C:2]([B:17]2[O:21][C:20]([CH3:23])([CH3:22])[C:19]([CH3:25])([CH3:24])[O:18]2)[CH:3]=[C:4]([F:11])[C:5]=1[CH2:9][OH:10]. (5) Given the reactants C(O)C.[Br:4][C:5]1[C:6]([CH3:16])=[C:7]([N+:13]([O-:15])=[O:14])[C:8]([O:11][CH3:12])=[N:9][CH:10]=1.[CH2:17]([O:19][C:20](=[O:26])[C:21](OCC)=[O:22])[CH3:18].[O-]CC.[K+], predict the reaction product. The product is: [Br:4][C:5]1[C:6](/[CH:16]=[C:21](\[OH:22])/[C:20]([O:19][CH2:17][CH3:18])=[O:26])=[C:7]([N+:13]([O-:15])=[O:14])[C:8]([O:11][CH3:12])=[N:9][CH:10]=1.